Dataset: Forward reaction prediction with 1.9M reactions from USPTO patents (1976-2016). Task: Predict the product of the given reaction. Given the reactants Cl[C:2]1[N:7]=[N:6][C:5]([N:8]2[CH:12]=[C:11]([C:13]3[C:21]4[C:16](=[CH:17][C:18]([F:22])=[CH:19][CH:20]=4)[N:15]([S:23]([C:26]4[CH:31]=[CH:30][CH:29]=[CH:28][CH:27]=4)(=[O:25])=[O:24])[CH:14]=3)[CH:10]=[N:9]2)=[CH:4][CH:3]=1.CCN(CC)CC, predict the reaction product. The product is: [F:22][C:18]1[CH:17]=[C:16]2[C:21]([C:13]([C:11]3[CH:10]=[N:9][N:8]([C:5]4[N:6]=[N:7][CH:2]=[CH:3][CH:4]=4)[CH:12]=3)=[CH:14][N:15]2[S:23]([C:26]2[CH:27]=[CH:28][CH:29]=[CH:30][CH:31]=2)(=[O:24])=[O:25])=[CH:20][CH:19]=1.